Predict the product of the given reaction. From a dataset of Forward reaction prediction with 1.9M reactions from USPTO patents (1976-2016). (1) Given the reactants [CH2:1]([O:3][P:4]([CH:9]([C:11]1[CH:16]=[CH:15][C:14]([CH2:17][NH:18][C:19]([O:21][C:22]([CH3:25])([CH3:24])[CH3:23])=[O:20])=[CH:13][CH:12]=1)O)(=[O:8])[O:5][CH2:6][CH3:7])[CH3:2].[Br:26]P(Br)(C1C=CC=CC=1)(C1C=CC=CC=1)C1C=CC=CC=1, predict the reaction product. The product is: [CH2:1]([O:3][P:4]([CH:9]([Br:26])[C:11]1[CH:16]=[CH:15][C:14]([CH2:17][NH:18][C:19]([O:21][C:22]([CH3:25])([CH3:24])[CH3:23])=[O:20])=[CH:13][CH:12]=1)(=[O:8])[O:5][CH2:6][CH3:7])[CH3:2]. (2) Given the reactants Br[C:2]1[C:3]([CH3:12])=[N:4][C:5]([N+:9]([O-:11])=[O:10])=[CH:6][C:7]=1[CH3:8].[Cl:13][C:14]1[CH:19]=[C:18]([OH:20])[CH:17]=[CH:16][N:15]=1.C([O-])([O-])=O.[K+].[K+].O, predict the reaction product. The product is: [Cl:13][C:14]1[CH:19]=[C:18]([O:20][C:2]2[C:3]([CH3:12])=[N:4][C:5]([N+:9]([O-:11])=[O:10])=[CH:6][C:7]=2[CH3:8])[CH:17]=[CH:16][N:15]=1. (3) Given the reactants [Cl:1][C:2]1[CH:7]=[CH:6][CH:5]=[C:4]([Cl:8])[C:3]=1[C:9]1[NH:10][C:11]2[CH:17]=[C:16]([C:18](O)=[O:19])[CH:15]=[CH:14][C:12]=2[N:13]=1.[Cl:21][C:22]1[CH:23]=[C:24]([CH:28]=[CH:29][CH:30]=1)[CH2:25][CH2:26][NH2:27].F[P-](F)(F)(F)(F)F.N1(O[P+](N(C)C)(N(C)C)N(C)C)C2C=CC=CC=2N=N1.CCN(C(C)C)C(C)C.[OH-].[Na+], predict the reaction product. The product is: [Cl:21][C:22]1[CH:23]=[C:24]([CH2:25][CH2:26][NH:27][C:18]([C:16]2[CH:15]=[CH:14][C:12]3[N:13]=[C:9]([C:3]4[C:2]([Cl:1])=[CH:7][CH:6]=[CH:5][C:4]=4[Cl:8])[NH:10][C:11]=3[CH:17]=2)=[O:19])[CH:28]=[CH:29][CH:30]=1. (4) Given the reactants Br[C:2]1[S:3][C:4]2[C:10]([C:11]3[CH:16]=[CH:15][C:14]([Cl:17])=[CH:13][CH:12]=3)=[C:9]([C@H:18]([O:24][C:25]([CH3:28])([CH3:27])[CH3:26])[C:19]([O:21][CH2:22][CH3:23])=[O:20])[C:8]([CH3:29])=[CH:7][C:5]=2[N:6]=1.[CH3:30][N:31]1[C:35]2[CH:36]=[CH:37][C:38](B3OC(C)(C)C(C)(C)O3)=[CH:39][C:34]=2[N:33]=[N:32]1.C([O-])([O-])=O.[K+].[K+].O1CCOCC1, predict the reaction product. The product is: [C:25]([O:24][C@@H:18]([C:9]1[C:8]([CH3:29])=[CH:7][C:5]2[N:6]=[C:2]([C:38]3[CH:37]=[CH:36][C:35]4[N:31]([CH3:30])[N:32]=[N:33][C:34]=4[CH:39]=3)[S:3][C:4]=2[C:10]=1[C:11]1[CH:16]=[CH:15][C:14]([Cl:17])=[CH:13][CH:12]=1)[C:19]([O:21][CH2:22][CH3:23])=[O:20])([CH3:28])([CH3:27])[CH3:26]. (5) Given the reactants [Cl:1][CH2:2][C:3]1[O:4][CH:5]=[C:6]([C:8]([O:10]C)=[O:9])[N:7]=1.[OH-].[Li+], predict the reaction product. The product is: [Cl:1][CH2:2][C:3]1[O:4][CH:5]=[C:6]([C:8]([OH:10])=[O:9])[N:7]=1. (6) Given the reactants [Cl:1][C:2]1[CH:3]=[C:4]2[C:8](=[CH:9][C:10]=1[Cl:11])[NH:7][N:6]=[CH:5]2.[OH-].[K+].[I:14]I, predict the reaction product. The product is: [Cl:1][C:2]1[CH:3]=[C:4]2[C:8](=[CH:9][C:10]=1[Cl:11])[NH:7][N:6]=[C:5]2[I:14]. (7) The product is: [O:1]1[C:5]2[CH:6]=[CH:7][C:8]([C:10]3([C:13]([NH:15][C:16]4[CH:21]=[CH:20][C:19]([CH3:22])=[C:18]([B:27]5[O:28][C:29]([CH3:31])([CH3:30])[C:25]([CH3:41])([CH3:24])[O:26]5)[CH:17]=4)=[O:14])[CH2:12][CH2:11]3)=[CH:9][C:4]=2[O:3][CH2:2]1. Given the reactants [O:1]1[C:5]2[CH:6]=[CH:7][C:8]([C:10]3([C:13]([NH:15][C:16]4[CH:21]=[CH:20][C:19]([CH3:22])=[C:18](Br)[CH:17]=4)=[O:14])[CH2:12][CH2:11]3)=[CH:9][C:4]=2[O:3][CH2:2]1.[CH3:24][C:25]1([CH3:41])[C:29]([CH3:31])([CH3:30])[O:28][B:27]([B:27]2[O:28][C:29]([CH3:31])([CH3:30])[C:25]([CH3:41])([CH3:24])[O:26]2)[O:26]1.CC([O-])=O.[K+], predict the reaction product. (8) Given the reactants CN(C(ON1N=NC2C=CC=CC1=2)=[N+](C)C)C.[B-](F)(F)(F)F.[F:23][C:24]1[CH:29]=[CH:28][C:27]([N:30]2[C:33](=[O:34])[C@H:32]([S:35][CH2:36][C:37]([C:39]3[CH:44]=[CH:43][C:42]([F:45])=[CH:41][CH:40]=3)=[O:38])[C@H:31]2[C:46]2[CH:60]=[CH:59][C:49]([O:50][CH2:51][C:52]([NH:54][CH2:55][C:56](O)=[O:57])=[O:53])=[CH:48][CH:47]=2)=[CH:26][CH:25]=1.CN1CCOCC1.[NH2:68][C@@H:69]([C:80]([OH:82])=[O:81])[CH2:70][C:71]1[C:79]2[C:74](=[CH:75][CH:76]=[CH:77][CH:78]=2)[NH:73][CH:72]=1.[BH4-].[Na+], predict the reaction product. The product is: [F:23][C:24]1[CH:25]=[CH:26][C:27]([N:30]2[C:33](=[O:34])[C@H:32]([S:35][CH2:36][CH:37]([C:39]3[CH:40]=[CH:41][C:42]([F:45])=[CH:43][CH:44]=3)[OH:38])[C@H:31]2[C:46]2[CH:47]=[CH:48][C:49]([O:50][CH2:51][C:52]([NH:54][CH2:55][C:56]([NH:68][C@@H:69]([C:80]([OH:82])=[O:81])[CH2:70][C:71]3[C:79]4[C:74](=[CH:75][CH:76]=[CH:77][CH:78]=4)[NH:73][CH:72]=3)=[O:57])=[O:53])=[CH:59][CH:60]=2)=[CH:28][CH:29]=1.